Dataset: Full USPTO retrosynthesis dataset with 1.9M reactions from patents (1976-2016). Task: Predict the reactants needed to synthesize the given product. Given the product [F:19][C:20]1[CH:25]=[C:24]([F:26])[CH:23]=[CH:22][C:21]=1[C:27]1[CH:32]=[C:31]([N:33]2[CH2:34][CH2:35][CH2:36][CH2:37][CH2:38]2)[CH:30]=[C:29]([NH:39][C:16]([C:12]2[NH:13][C:14]3[C:10]([CH:11]=2)=[CH:9][CH:8]=[C:7]([NH:6][S:3]([CH3:2])(=[O:4])=[O:5])[CH:15]=3)=[O:18])[CH:28]=1, predict the reactants needed to synthesize it. The reactants are: Cl.[CH3:2][S:3]([NH:6][C:7]1[CH:15]=[C:14]2[C:10]([CH:11]=[C:12]([C:16]([OH:18])=O)[NH:13]2)=[CH:9][CH:8]=1)(=[O:5])=[O:4].[F:19][C:20]1[CH:25]=[C:24]([F:26])[CH:23]=[CH:22][C:21]=1[C:27]1[CH:32]=[C:31]([N:33]2[CH2:38][CH2:37][CH2:36][CH2:35][CH2:34]2)[CH:30]=[C:29]([NH2:39])[CH:28]=1.CN(C(ON1N=NC2C=CC=NC1=2)=[N+](C)C)C.F[P-](F)(F)(F)(F)F.CCN(C(C)C)C(C)C.